The task is: Predict the product of the given reaction.. This data is from Forward reaction prediction with 1.9M reactions from USPTO patents (1976-2016). (1) Given the reactants [CH3:1][O:2][CH:3]([O:13][CH3:14])[CH2:4][C:5](=[O:12])[CH2:6][C:7]([O:9][CH2:10][CH3:11])=[O:8].[H][H], predict the reaction product. The product is: [CH3:1][O:2][CH:3]([O:13][CH3:14])[CH2:4][CH:5]([OH:12])[CH2:6][C:7]([O:9][CH2:10][CH3:11])=[O:8]. (2) Given the reactants [N+]([C:4]1[CH:5]=[C:6]([CH:25]=[CH:26][CH:27]=1)[CH2:7][O:8][C:9]1[CH:10]=[C:11]([C:15]2[CH:19]=[CH:18][O:17][C:16]=2[C:20]([O:22][CH2:23][CH3:24])=[O:21])[CH:12]=[CH:13][CH:14]=1)([O-])=O.[Cl-].[NH4+:29].C(O)C, predict the reaction product. The product is: [NH2:29][C:25]1[CH:26]=[CH:27][CH:4]=[CH:5][C:6]=1[CH2:7][O:8][C:9]1[CH:10]=[C:11]([C:15]2[CH:19]=[CH:18][O:17][C:16]=2[C:20]([O:22][CH2:23][CH3:24])=[O:21])[CH:12]=[CH:13][CH:14]=1. (3) Given the reactants [NH2:1][C:2]1[N:7]=[CH:6][C:5]([C:8]2[N:9]=[C:10]([N:20]3[CH2:25][CH2:24][O:23][CH2:22][CH2:21]3)[C:11]3[S:16][C:15]([C:17]([OH:19])=O)=[CH:14][C:12]=3[N:13]=2)=[CH:4][N:3]=1.[N:26]1([CH2:32][CH2:33][OH:34])[CH2:31][CH2:30][NH:29][CH2:28][CH2:27]1, predict the reaction product. The product is: [NH2:1][C:2]1[N:7]=[CH:6][C:5]([C:8]2[N:9]=[C:10]([N:20]3[CH2:21][CH2:22][O:23][CH2:24][CH2:25]3)[C:11]3[S:16][C:15]([C:17]([N:29]4[CH2:30][CH2:31][N:26]([CH2:32][CH2:33][OH:34])[CH2:27][CH2:28]4)=[O:19])=[CH:14][C:12]=3[N:13]=2)=[CH:4][N:3]=1.